Dataset: Retrosynthesis with 50K atom-mapped reactions and 10 reaction types from USPTO. Task: Predict the reactants needed to synthesize the given product. (1) Given the product CC(=NO)c1ccc2[nH]ncc2c1, predict the reactants needed to synthesize it. The reactants are: CC(=O)c1ccc2[nH]ncc2c1.NO. (2) Given the product CN(c1cncnc1)c1cc(Cl)nc(Cl)c1, predict the reactants needed to synthesize it. The reactants are: CI.Clc1cc(Nc2cncnc2)cc(Cl)n1. (3) Given the product COc1ccc(CN2C(=O)NC(C)(c3cc(F)cc(F)c3)C2=O)cc1, predict the reactants needed to synthesize it. The reactants are: CC1(c2cc(F)cc(F)c2)NC(=O)NC1=O.COc1ccc(CCl)cc1.